This data is from Catalyst prediction with 721,799 reactions and 888 catalyst types from USPTO. The task is: Predict which catalyst facilitates the given reaction. Reactant: [C:1]1([C:27]2[CH:32]=[CH:31][CH:30]=[CH:29][CH:28]=2)[CH:6]=[CH:5][C:4]([C:7]([N:9]2[CH2:14][CH2:13][N:12]([C:15]3[C:16]4[CH:24]=[C:23]([CH2:25][CH3:26])[S:22][C:17]=4[N:18]=[C:19]([NH2:21])[N:20]=3)[CH2:11][CH2:10]2)=[O:8])=[CH:3][CH:2]=1.[N:33]([CH2:36][C:37]([O:39][CH2:40][CH3:41])=[O:38])=[C:34]=[O:35]. Product: [C:1]1([C:27]2[CH:32]=[CH:31][CH:30]=[CH:29][CH:28]=2)[CH:6]=[CH:5][C:4]([C:7]([N:9]2[CH2:10][CH2:11][N:12]([C:15]3[C:16]4[CH:24]=[C:23]([CH2:25][CH3:26])[S:22][C:17]=4[N:18]=[C:19]([NH:21][C:34]([NH:33][CH2:36][C:37]([O:39][CH2:40][CH3:41])=[O:38])=[O:35])[N:20]=3)[CH2:13][CH2:14]2)=[O:8])=[CH:3][CH:2]=1. The catalyst class is: 17.